From a dataset of Catalyst prediction with 721,799 reactions and 888 catalyst types from USPTO. Predict which catalyst facilitates the given reaction. Product: [CH2:12]([O:10][C@@H:9]1[C@@H:8]([O:11][CH2:12][C:13]2[CH:18]=[CH:17][CH:16]=[CH:15][CH:14]=2)[CH:7]=[CH:6][O:5][C@H:4]1[CH3:3])[C:13]1[CH:18]=[CH:17][CH:16]=[CH:15][CH:14]=1. The catalyst class is: 9. Reactant: [H-].[Na+].[CH3:3][C@H:4]1[C@H:9]([OH:10])[C@@H:8]([OH:11])[CH:7]=[CH:6][O:5]1.[CH2:12](Br)[C:13]1[CH:18]=[CH:17][CH:16]=[CH:15][CH:14]=1.